Dataset: Retrosynthesis with 50K atom-mapped reactions and 10 reaction types from USPTO. Task: Predict the reactants needed to synthesize the given product. (1) Given the product C=C[C@@H]1C[C@]1(NC(=O)OC(C)(C)C)C(=O)NS(=O)(=O)C1(CCCCCCCCCCCC(=O)OC)CC1, predict the reactants needed to synthesize it. The reactants are: C=C[C@@H]1C[C@]1(NC(=O)OC(C)(C)C)C(=O)O.COC(=O)CCCCCCCCCCCC1(S(N)(=O)=O)CC1. (2) Given the product COc1cc(CNCc2ccc(C)s2)ccc1-c1cnco1, predict the reactants needed to synthesize it. The reactants are: COc1cc(CN)ccc1-c1cnco1.Cc1ccc(C=O)s1. (3) The reactants are: COc1cc2[nH]nc(CN3CCN(c4ccccc4OC)CC3)c2cc1OC.COc1ccc(CCl)cc1OC. Given the product COc1ccc(Cn2nc(CN3CCN(c4ccccc4OC)CC3)c3cc(OC)c(OC)cc32)cc1OC, predict the reactants needed to synthesize it.